From a dataset of Forward reaction prediction with 1.9M reactions from USPTO patents (1976-2016). Predict the product of the given reaction. (1) Given the reactants [CH2:1]([O:3][C:4]([C:6]1([C:13](=[O:15])[CH3:14])[CH2:11][CH2:10][C:9](=O)[CH2:8][CH2:7]1)=[O:5])[CH3:2].[CH2:16]([NH2:23])[C:17]1[CH:22]=[CH:21][CH:20]=[CH:19][CH:18]=1.O.C1(C)C=CC(S(O)(=O)=O)=CC=1.Cl.[OH-].[Na+], predict the reaction product. The product is: [CH2:1]([O:3][C:4]([C:6]12[CH2:11][CH2:10][C:9]([NH:23][CH2:16][C:17]3[CH:22]=[CH:21][CH:20]=[CH:19][CH:18]=3)([CH2:8][CH2:7]1)[CH2:14][C:13]2=[O:15])=[O:5])[CH3:2]. (2) Given the reactants [OH:1][CH2:2][CH2:3][CH2:4][CH2:5][CH2:6][C:7]1[CH:12]=[CH:11][C:10]([CH2:13][CH2:14][C:15]2[C:24]([CH3:25])=[C:23]([O:26][Si:27]([C:30]([CH3:33])([CH3:32])[CH3:31])([CH3:29])[CH3:28])[C:22]3[C:17](=[CH:18][CH:19]=[CH:20][CH:21]=3)[N:16]=2)=[CH:9][CH:8]=1.CN(C1C=CC=CN=1)C.[C:43]1([CH3:53])[CH:48]=[CH:47][C:46]([S:49](Cl)(=[O:51])=[O:50])=[CH:45][CH:44]=1.C(N(C(C)C)CC)(C)C, predict the reaction product. The product is: [S:49]([O:1][CH2:2][CH2:3][CH2:4][CH2:5][CH2:6][C:7]1[CH:12]=[CH:11][C:10]([CH2:13][CH2:14][C:15]2[C:24]([CH3:25])=[C:23]([O:26][Si:27]([C:30]([CH3:33])([CH3:32])[CH3:31])([CH3:29])[CH3:28])[C:22]3[C:17](=[CH:18][CH:19]=[CH:20][CH:21]=3)[N:16]=2)=[CH:9][CH:8]=1)([C:46]1[CH:47]=[CH:48][C:43]([CH3:53])=[CH:44][CH:45]=1)(=[O:51])=[O:50]. (3) Given the reactants [CH3:1][C:2]1[CH:6]=[C:5]([C:7]([F:10])([F:9])[F:8])[NH:4][N:3]=1.[OH-].[K+].Cl[CH2:14][C:15]([N:17]1[CH2:22][CH2:21][CH:20]([C:23]#[N:24])[CH2:19][CH2:18]1)=[O:16], predict the reaction product. The product is: [CH3:1][C:2]1[N:3]([CH2:14][C:15]([N:17]2[CH2:18][CH2:19][CH:20]([C:23]#[N:24])[CH2:21][CH2:22]2)=[O:16])[N:4]=[C:5]([C:7]([F:10])([F:9])[F:8])[CH:6]=1. (4) Given the reactants [F:1][C:2]([F:15])([F:14])[S:3]([O:6]S(C(F)(F)F)(=O)=O)(=[O:5])=[O:4].O[C:17]1[CH:29]=[CH:28][C:20]([C:21]([O:23][C:24]([CH3:27])([CH3:26])[CH3:25])=[O:22])=[CH:19][CH:18]=1.O, predict the reaction product. The product is: [C:24]([O:23][C:21](=[O:22])[C:20]1[CH:28]=[CH:29][C:17]([O:6][S:3]([C:2]([F:15])([F:14])[F:1])(=[O:5])=[O:4])=[CH:18][CH:19]=1)([CH3:27])([CH3:25])[CH3:26].